The task is: Predict the reactants needed to synthesize the given product.. This data is from Full USPTO retrosynthesis dataset with 1.9M reactions from patents (1976-2016). (1) Given the product [F:6][C:7]1[C:8]2[O:33][N:32]=[C:31]([C:34]3[CH:39]=[CH:38][N:37]=[C:36]([NH:5][CH2:4][CH2:3][O:2][CH3:1])[N:35]=3)[C:9]=2[CH:10]=[C:11]2[C:24]=1[N:23]1[CH2:25][C@@H:26]([CH3:30])[O:27][C@@H:28]([CH3:29])[C@@H:22]1[C:13]1([C:18](=[O:19])[NH:17][C:16](=[O:20])[NH:15][C:14]1=[O:21])[CH2:12]2, predict the reactants needed to synthesize it. The reactants are: [CH3:1][O:2][CH2:3][CH2:4][NH2:5].[F:6][C:7]1[C:8]2[O:33][N:32]=[C:31]([C:34]3[CH:39]=[CH:38][N:37]=[C:36](S(C)(=O)=O)[N:35]=3)[C:9]=2[CH:10]=[C:11]2[C:24]=1[N:23]1[CH2:25][C@@H:26]([CH3:30])[O:27][C@@H:28]([CH3:29])[C@@H:22]1[C:13]1([C:18](=[O:19])[NH:17][C:16](=[O:20])[NH:15][C:14]1=[O:21])[CH2:12]2.CS(C)=O.COC(N)C. (2) Given the product [C:43]([O:42][C:41](=[O:47])[NH:40][C:32]1([C:31]#[C:30][C:26]2[CH:27]=[CH:28][CH:29]=[C:24]([C:14]#[C:13][C:5]3[CH:6]=[C:7]([O:11][CH3:12])[C:8]([O:9][CH3:10])=[C:3]([O:2][CH3:1])[CH:4]=3)[CH:25]=2)[CH2:33][O:34][C:35]([CH3:39])([CH3:38])[O:36][CH2:37]1)([CH3:44])([CH3:45])[CH3:46], predict the reactants needed to synthesize it. The reactants are: [CH3:1][O:2][C:3]1[CH:4]=[C:5]([C:13]#[CH:14])[CH:6]=[C:7]([O:11][CH3:12])[C:8]=1[O:9][CH3:10].C#CCCCCCC.I[C:24]1[CH:25]=[C:26]([C:30]#[C:31][C:32]2([NH:40][C:41](=[O:47])[O:42][C:43]([CH3:46])([CH3:45])[CH3:44])[CH2:37][O:36][C:35]([CH3:39])([CH3:38])[O:34][CH2:33]2)[CH:27]=[CH:28][CH:29]=1.IC1C=C2C(=CC=1)CN(C(C1C=CC=CC=1)(C1C=CC=CC=1)C1C=CC=CC=1)C2. (3) Given the product [C@H:1]1([N:10]2[CH:18]=[N:17][C:16]3[C:15](=[O:23])[NH:14][C:13]([NH2:20])=[N:12][C:11]2=3)[S:7][C@@H:6]([CH2:8][OH:9])[C@@H:4]([OH:5])[C@@H:2]1[OH:3], predict the reactants needed to synthesize it. The reactants are: [C@H:1]1([N:10]2[CH:18]=[N:17][C:16]3[C:11]2=[N:12][C:13]([NH2:20])=[N:14][C:15]=3N)[S:7][C@@H:6]([CH2:8][OH:9])[C@@H:4]([OH:5])[C@@H:2]1[OH:3].[C@@H]1(N2C3N=CN=C(N)C=3N=C2)O[C@H](CO)[C@@H](O)[C@H]1[OH:23].C. (4) The reactants are: [OH:1][CH2:2][CH2:3][N:4]1[CH2:9][CH2:8][N:7]([C:10]([C:12]2[CH:17]=[CH:16][C:15]([NH:18][C:19]3[N:24]=[CH:23][C:22]([N+:25]([O-])=O)=[CH:21][N:20]=3)=[CH:14][N:13]=2)=[O:11])[CH2:6][CH2:5]1. Given the product [NH2:25][C:22]1[CH:23]=[N:24][C:19]([NH:18][C:15]2[CH:16]=[CH:17][C:12]([C:10]([N:7]3[CH2:6][CH2:5][N:4]([CH2:3][CH2:2][OH:1])[CH2:9][CH2:8]3)=[O:11])=[N:13][CH:14]=2)=[N:20][CH:21]=1, predict the reactants needed to synthesize it. (5) Given the product [CH:22]([N:25]1[CH2:30][CH2:29][N:28]([C:17]([CH:16]2[C:14]3([CH2:13][CH2:12][N:11]([CH:9]4[CH2:35][CH2:36][O:31][CH2:32][CH2:33]4)[CH2:21][CH2:20]3)[CH2:15]2)=[O:19])[CH2:27][CH2:26]1)([CH3:24])[CH3:23], predict the reactants needed to synthesize it. The reactants are: C(O[C:9]([N:11]1[CH2:21][CH2:20][C:14]2([CH:16]([C:17]([OH:19])=O)[CH2:15]2)[CH2:13][CH2:12]1)=O)C1C=CC=CC=1.[CH:22]([N:25]1[CH2:30][CH2:29][NH:28][CH2:27][CH2:26]1)([CH3:24])[CH3:23].[O:31]1[CH2:36][CH2:35]C(=O)[CH2:33][CH2:32]1.C(=O)=O.